The task is: Predict the reactants needed to synthesize the given product.. This data is from Full USPTO retrosynthesis dataset with 1.9M reactions from patents (1976-2016). (1) Given the product [C:4]([O:3][C:1]([N:8]1[CH2:12][CH2:11][C@H:10]([NH:13][CH:18]2[CH2:19][CH2:20][N:15]([CH3:14])[CH2:16][CH2:17]2)[CH2:9]1)=[O:2])([CH3:7])([CH3:6])[CH3:5], predict the reactants needed to synthesize it. The reactants are: [C:1]([N:8]1[CH2:12][CH2:11][C@H:10]([NH2:13])[CH2:9]1)([O:3][C:4]([CH3:7])([CH3:6])[CH3:5])=[O:2].[CH3:14][N:15]1[CH2:20][CH2:19][C:18](=O)[CH2:17][CH2:16]1. (2) Given the product [CH3:33][O:32][CH2:31][CH2:30][O:29][C:27](=[O:28])[N:20]([S:21]([CH3:24])(=[O:23])=[O:22])[N:9]1[C:8](=[O:25])[C:7]2[C:12](=[CH:13][C:14]([C:15]([F:16])([F:18])[F:17])=[C:5]([CH:2]([OH:1])[CH2:3][CH3:4])[CH:6]=2)[NH:11][C:10]1=[O:19], predict the reactants needed to synthesize it. The reactants are: [OH:1][CH:2]([C:5]1[CH:6]=[C:7]2[C:12](=[CH:13][C:14]=1[C:15]([F:18])([F:17])[F:16])[NH:11][C:10](=[O:19])[N:9]([NH:20][S:21]([CH3:24])(=[O:23])=[O:22])[C:8]2=[O:25])[CH2:3][CH3:4].Cl[C:27]([O:29][CH2:30][CH2:31][O:32][CH3:33])=[O:28]. (3) Given the product [C:19]1([C:18]([N:1]2[CH2:5][CH2:4][CH:3]([NH2:2])[CH2:6]2)=[O:25])[CH:24]=[CH:23][CH:22]=[CH:21][CH:20]=1, predict the reactants needed to synthesize it. The reactants are: [NH:1]1[CH2:5][CH2:4][CH:3]([CH:6]=CC2C=CC(OC)=C(OC)C=2)[NH:2]1.[C:18](Cl)(=[O:25])[C:19]1[CH:24]=[CH:23][CH:22]=[CH:21][CH:20]=1.C(=O)([O-])[O-].[Na+].[Na+].